Dataset: Forward reaction prediction with 1.9M reactions from USPTO patents (1976-2016). Task: Predict the product of the given reaction. (1) The product is: [CH3:1][C:2]1[C:10]([O:11][C@@H:12]2[CH2:17][CH2:16][CH2:15][C@H:14]([NH:18][CH2:19][CH2:20][OH:21])[CH2:13]2)=[CH:9][CH:8]=[C:7]2[C:3]=1[CH:4]=[N:5][NH:6]2. Given the reactants [CH3:1][C:2]1[C:10]([O:11][C@@H:12]2[CH2:17][CH2:16][CH2:15][C@H:14]([NH:18][CH2:19][C:20](OCC)=[O:21])[CH2:13]2)=[CH:9][CH:8]=[C:7]2[C:3]=1[CH:4]=[N:5][NH:6]2.O1CCCC1.[H-].[Al+3].[Li+].[H-].[H-].[H-].[OH-].[Na+], predict the reaction product. (2) Given the reactants [Br:1][C:2]1[CH:3]=[C:4]([CH:7]=[CH:8][N+:9]([O-])=O)[S:5][CH:6]=1.[Li+].[BH4-].Cl[Si](C)(C)C, predict the reaction product. The product is: [Br:1][C:2]1[CH:3]=[C:4]([CH2:7][CH2:8][NH2:9])[S:5][CH:6]=1. (3) Given the reactants [F:1][C:2]1[CH:31]=[C:30](F)[CH:29]=[CH:28][C:3]=1[CH2:4][N:5]1[C:10](=[O:11])[CH:9]=[CH:8][C:7]([CH2:12][C:13]2[C:21]3[C:16](=[CH:17][CH:18]=[CH:19][CH:20]=3)[N:15]([CH2:22][C:23]([O:25][CH3:26])=[O:24])[C:14]=2[CH3:27])=[CH:6]1.CC1N(CC(OC)=O)C2C(C=1CC1C=CC(=O)NC=1)=CC=CC=2.C(=O)([O-])[O-].[K+].[K+].[F:62]C1C=CC(F)=CC=1CBr, predict the reaction product. The product is: [F:1][C:2]1[CH:31]=[CH:30][C:29]([F:62])=[CH:28][C:3]=1[CH2:4][N:5]1[C:10](=[O:11])[CH:9]=[CH:8][C:7]([CH2:12][C:13]2[C:21]3[C:16](=[CH:17][CH:18]=[CH:19][CH:20]=3)[N:15]([CH2:22][C:23]([O:25][CH3:26])=[O:24])[C:14]=2[CH3:27])=[CH:6]1. (4) Given the reactants [C:1](O[BH-](OC(=O)C)OC(=O)C)(=O)[CH3:2].[Na+].[N+:15]([C:18]1[CH:23]=[CH:22][C:21]([CH:24]2[CH2:29][CH2:28][NH:27][CH2:26][CH2:25]2)=[CH:20][CH:19]=1)([O-:17])=[O:16].C(=O)C.C([O-])(O)=O.[Na+], predict the reaction product. The product is: [CH2:1]([N:27]1[CH2:26][CH2:25][CH:24]([C:21]2[CH:22]=[CH:23][C:18]([N+:15]([O-:17])=[O:16])=[CH:19][CH:20]=2)[CH2:29][CH2:28]1)[CH3:2]. (5) Given the reactants Br[C:2]1[CH:3]=[N:4][C:5]2[C:10]([CH:11]=1)=[CH:9][C:8]([CH2:12][C:13]([O:15][CH3:16])=[O:14])=[CH:7][CH:6]=2.[Si]([O:24][CH:25]1[CH2:30][CH2:29][NH:28][CH2:27][CH2:26]1)(C(C)(C)C)(C)C.CC1(C)C2C(=C(P(C3C=CC=CC=3)C3C=CC=CC=3)C=CC=2)OC2C(P(C3C=CC=CC=3)C3C=CC=CC=3)=CC=CC1=2.C(O[Na])(C)(C)C, predict the reaction product. The product is: [OH:24][CH:25]1[CH2:30][CH2:29][N:28]([C:2]2[CH:3]=[N:4][C:5]3[C:10]([CH:11]=2)=[CH:9][C:8]([CH2:12][C:13]([O:15][CH3:16])=[O:14])=[CH:7][CH:6]=3)[CH2:27][CH2:26]1. (6) The product is: [CH3:5][O:4][N:6]=[CH:13][C:12]1[CH:15]=[CH:16][C:9]([C:7]#[N:8])=[CH:10][CH:11]=1. Given the reactants [OH-].[Na+].Cl.[O:4]([NH2:6])[CH3:5].[C:7]([C:9]1[CH:16]=[CH:15][C:12]([CH:13]=O)=[CH:11][CH:10]=1)#[N:8], predict the reaction product. (7) Given the reactants [F:1][C:2]1[CH:7]=[CH:6][CH:5]=[C:4]([F:8])[C:3]=1[OH:9].[CH2:10]1N2CN3CN(C2)CN1C3.Cl.[OH-:21].[Na+], predict the reaction product. The product is: [F:1][C:2]1[CH:7]=[C:6]([CH:5]=[C:4]([F:8])[C:3]=1[OH:9])[CH:10]=[O:21].